Task: Predict the product of the given reaction.. Dataset: Forward reaction prediction with 1.9M reactions from USPTO patents (1976-2016) (1) Given the reactants [NH2:1][C:2]1[C:3]([NH:20][C:21]2[CH:25]=[C:24]([CH:26]3[CH2:28][CH2:27]3)[NH:23][N:22]=2)=[CH:4][C:5]([NH:10][C@H:11]([C:13]2[CH:18]=[CH:17][C:16]([F:19])=[CH:15][CH:14]=2)[CH3:12])=[C:6]([CH:9]=1)[C:7]#[N:8].[C:29](O)(=O)C.C(N)=N.C(=O)(O)[O-].[Na+].CCOC(C)=O, predict the reaction product. The product is: [CH:26]1([C:24]2[NH:23][N:22]=[C:21]([N:20]3[C:3]4[CH:4]=[C:5]([NH:10][C@H:11]([C:13]5[CH:14]=[CH:15][C:16]([F:19])=[CH:17][CH:18]=5)[CH3:12])[C:6]([C:7]#[N:8])=[CH:9][C:2]=4[N:1]=[CH:29]3)[CH:25]=2)[CH2:28][CH2:27]1. (2) Given the reactants [O:1]=[S:2]1(=[O:19])[CH2:7][CH2:6][N:5]2[CH:8]=[CH:9][CH:10]=[C:11]([C:12]3[CH:17]=[CH:16][C:15]([OH:18])=[CH:14][CH:13]=3)[C:4]2=[N:3]1.C(=O)([O-])[O-].[K+].[K+].I[CH2:27][CH:28]([CH3:30])[CH3:29].CCOC(C)=O, predict the reaction product. The product is: [CH3:27][CH:28]([CH3:30])[CH2:29][O:18][C:15]1[CH:16]=[CH:17][C:12]([C:11]2[C:4]3=[N:3][S:2](=[O:1])(=[O:19])[CH2:7][CH2:6][N:5]3[CH:8]=[CH:9][CH:10]=2)=[CH:13][CH:14]=1. (3) Given the reactants [CH3:1][O:2][C:3](=[O:11])[C:4]1[CH:9]=[CH:8][N:7]=[C:6](Cl)[CH:5]=1.C1(P(C2C=CC=CC=2)C2C=CC3C(=CC=CC=3)C=2C2C3C(=CC=CC=3)C=CC=2P(C2C=CC=CC=2)C2C=CC=CC=2)C=CC=CC=1.C(=O)([O-])[O-].[Cs+].[Cs+].[C@@H:64]([NH2:68])([CH2:66][CH3:67])[CH3:65], predict the reaction product. The product is: [CH3:1][O:2][C:3](=[O:11])[C:4]1[CH:9]=[CH:8][N:7]=[C:6]([NH:68][C@H:64]([CH2:66][CH3:67])[CH3:65])[CH:5]=1. (4) Given the reactants [OH:1][CH2:2][C@H:3]1[CH2:8][O:7][CH2:6][CH2:5][N:4]1[C:9]([O:11][C:12]([CH3:15])([CH3:14])[CH3:13])=[O:10].C(N(CC)CC)C.[C:23]([Si:27](Cl)([C:34]1[CH:39]=[CH:38][CH:37]=[CH:36][CH:35]=1)[C:28]1[CH:33]=[CH:32][CH:31]=[CH:30][CH:29]=1)([CH3:26])([CH3:25])[CH3:24], predict the reaction product. The product is: [Si:27]([O:1][CH2:2][C@@H:3]1[CH2:8][O:7][CH2:6][CH2:5][N:4]1[C:9]([O:11][C:12]([CH3:15])([CH3:14])[CH3:13])=[O:10])([C:23]([CH3:26])([CH3:25])[CH3:24])([C:34]1[CH:35]=[CH:36][CH:37]=[CH:38][CH:39]=1)[C:28]1[CH:33]=[CH:32][CH:31]=[CH:30][CH:29]=1. (5) Given the reactants Cl.[NH2:2][CH2:3][C:4]1[CH:12]=[CH:11][CH:10]=[C:9]2[C:5]=1[C:6](=[O:22])[N:7]([CH:14]1[CH2:19][CH2:18][C:17](=[O:20])[NH:16][C:15]1=[O:21])[C:8]2=[O:13].C(N(CC)CC)C.[CH3:30][C:31]1[N:32]=[CH:33][O:34][C:35]=1[C:36](Cl)=[O:37], predict the reaction product. The product is: [O:21]=[C:15]1[CH:14]([N:7]2[C:6](=[O:22])[C:5]3[C:9](=[CH:10][CH:11]=[CH:12][C:4]=3[CH2:3][NH:2][C:36]([C:35]3[O:34][CH:33]=[N:32][C:31]=3[CH3:30])=[O:37])[C:8]2=[O:13])[CH2:19][CH2:18][C:17](=[O:20])[NH:16]1. (6) Given the reactants [CH3:1][N:2]1[CH:6]=[C:5]([NH:7][C:8]2[N:13]=[C:12]3[N:14]([CH2:17][C:18]4[CH:19]=[C:20]([N:24]5[CH2:29][CH2:28][O:27][CH2:26][C:25]5=[O:30])[CH:21]=[CH:22][CH:23]=4)[N:15]=[CH:16][C:11]3=[CH:10][N:9]=2)[CH:4]=[N:3]1.[BH4-].[Li+], predict the reaction product. The product is: [CH3:1][N:2]1[CH:6]=[C:5]([NH:7][C:8]2[N:13]=[C:12]3[N:14]([CH2:17][C:18]4[CH:19]=[C:20]([N:24]5[CH2:29][CH2:28][O:27][CH2:26][CH:25]5[OH:30])[CH:21]=[CH:22][CH:23]=4)[N:15]=[CH:16][C:11]3=[CH:10][N:9]=2)[CH:4]=[N:3]1.